This data is from Catalyst prediction with 721,799 reactions and 888 catalyst types from USPTO. The task is: Predict which catalyst facilitates the given reaction. (1) Reactant: [CH3:1][NH:2][C:3]1[CH2:7][O:6][C:5](=[O:8])[CH:4]=1.[OH-].[Na+].S(OC)(O[CH3:15])(=O)=O. Product: [CH3:1][N:2]([CH3:15])[C:3]1[CH2:7][O:6][C:5](=[O:8])[CH:4]=1. The catalyst class is: 57. (2) Reactant: Cl[C:2]1[CH:3]=[CH:4][C:5]([N+:9]([O-:11])=[O:10])=[C:6]([CH:8]=1)[NH2:7].[NH:12]1[CH2:17][CH2:16][O:15][CH2:14][CH2:13]1.C(=O)([O-])[O-].[K+].[K+]. Product: [O:15]1[CH2:16][CH2:17][N:12]([C:2]2[CH:3]=[CH:4][C:5]([N+:9]([O-:11])=[O:10])=[C:6]([CH:8]=2)[NH2:7])[CH2:13][CH2:14]1. The catalyst class is: 80.